This data is from Catalyst prediction with 721,799 reactions and 888 catalyst types from USPTO. The task is: Predict which catalyst facilitates the given reaction. (1) Reactant: [CH2:1]([C:9]1[CH:14]=[CH:13][C:12]([CH2:15][CH2:16][O:17]C(=O)C)=[CH:11][CH:10]=1)[CH2:2][CH2:3][CH2:4][CH2:5][CH2:6][CH2:7][CH3:8].C[O-].[Na+]. Product: [CH2:1]([C:9]1[CH:10]=[CH:11][C:12]([CH2:15][CH2:16][OH:17])=[CH:13][CH:14]=1)[CH2:2][CH2:3][CH2:4][CH2:5][CH2:6][CH2:7][CH3:8]. The catalyst class is: 5. (2) Reactant: Cl[C:2]1[N:7]=[C:6]([NH:8][C:9]2[CH:14]=[CH:13][C:12]([O:15][CH3:16])=[C:11]([Cl:17])[CH:10]=2)[N:5]=[C:4]([NH:18][CH:19]2[CH2:25][CH2:24][CH2:23][CH2:22][CH2:21][CH2:20]2)[N:3]=1.[CH3:26][N:27]1[CH2:32][CH2:31][NH:30][CH2:29][CH2:28]1.[OH-].[Na+]. Product: [Cl:17][C:11]1[CH:10]=[C:9]([NH:8][C:6]2[N:5]=[C:4]([NH:18][CH:19]3[CH2:25][CH2:24][CH2:23][CH2:22][CH2:21][CH2:20]3)[N:3]=[C:2]([N:30]3[CH2:31][CH2:32][N:27]([CH3:26])[CH2:28][CH2:29]3)[N:7]=2)[CH:14]=[CH:13][C:12]=1[O:15][CH3:16]. The catalyst class is: 38. (3) Reactant: Br[CH2:2][C:3]1[C:8]([CH:9]2[CH2:11][CH2:10]2)=[CH:7][CH:6]=[CH:5][C:4]=1[N:12]1[C:16](=[O:17])[N:15]([CH3:18])[N:14]=[N:13]1.[Br:19][C:20]1[CH:25]=[CH:24][C:23]([N:26]2[CH:30]=[CH:29][C:28]([OH:31])=[N:27]2)=[CH:22][CH:21]=1.C(=O)([O-])[O-].[K+].[K+].C(#N)C. Product: [Br:19][C:20]1[CH:21]=[CH:22][C:23]([N:26]2[CH:30]=[CH:29][C:28]([O:31][CH2:2][C:3]3[C:8]([CH:9]4[CH2:11][CH2:10]4)=[CH:7][CH:6]=[CH:5][C:4]=3[N:12]3[C:16](=[O:17])[N:15]([CH3:18])[N:14]=[N:13]3)=[N:27]2)=[CH:24][CH:25]=1. The catalyst class is: 6.